This data is from Full USPTO retrosynthesis dataset with 1.9M reactions from patents (1976-2016). The task is: Predict the reactants needed to synthesize the given product. (1) Given the product [F:11][C:12]1[CH:13]=[CH:14][C:15]([C:26]2[CH2:27][CH2:28][N:29]([C:31]([O:33][C:34]([CH3:36])([CH3:35])[CH3:37])=[O:32])[CH:30]=2)=[N:16][C:17]=1[CH2:18][NH:19][C@H:20]([CH:23]([CH3:25])[CH3:24])[CH2:21][OH:22].[F:11][C:12]1[CH:13]=[CH:14][C:15]([CH:26]2[CH2:27][CH2:28][N:29]([C:31]([O:33][C:34]([CH3:36])([CH3:35])[CH3:37])=[O:32])[CH2:30]2)=[N:16][C:17]=1[CH2:18][NH:19][C@H:20]([CH:23]([CH3:25])[CH3:24])[CH2:21][OH:22], predict the reactants needed to synthesize it. The reactants are: C12CC(CC1)C=C2B(O)O.[F:11][C:12]1[CH:13]=[CH:14][C:15]([C:26]2[CH2:27][CH2:28][N:29]([C:31]([O:33][C:34]([CH3:37])([CH3:36])[CH3:35])=[O:32])[CH:30]=2)=[N:16][C:17]=1[CH2:18][NH:19][C@H:20]([CH:23]([CH3:25])[CH3:24])[CH2:21][OH:22]. (2) Given the product [Cl:14][C:12]1[C:13]2[N:8]([C:7]([C:15]3[CH2:16][O:17][CH2:18][CH:19]=3)=[CH:6][C:5]=2[C:3]([NH:30][CH2:29][CH:26]2[CH2:27][CH2:28][C:23]([F:31])([F:22])[CH2:24][CH2:25]2)=[O:4])[CH:9]=[CH:10][CH:11]=1, predict the reactants needed to synthesize it. The reactants are: CO[C:3]([C:5]1[CH:6]=[C:7]([C:15]2(O)[CH2:19][CH2:18][O:17][CH2:16]2)[N:8]2[C:13]=1[C:12]([Cl:14])=[CH:11][CH:10]=[CH:9]2)=[O:4].Cl.[F:22][C:23]1([F:31])[CH2:28][CH2:27][CH:26]([CH2:29][NH2:30])[CH2:25][CH2:24]1.C(N(C(C)C)C(C)C)C.N12CCN(CC1)CC2.C[Al](C)C.